From a dataset of Forward reaction prediction with 1.9M reactions from USPTO patents (1976-2016). Predict the product of the given reaction. Given the reactants Cl[C:2]1[CH:7]=[C:6]([O:8][C:9]2[CH:10]=[CH:11][C:12]([NH2:15])=[N:13][CH:14]=2)[CH:5]=[CH:4][N:3]=1.C([O-])([O-])=O.[K+].[K+].[CH3:22][C:23]1[CH:28]=[C:27](B2OC(C)(C)C(C)(C)O2)[CH:26]=[CH:25][N:24]=1, predict the reaction product. The product is: [CH3:22][C:23]1[CH:28]=[C:27]([C:2]2[CH:7]=[C:6]([O:8][C:9]3[CH:10]=[CH:11][C:12]([NH2:15])=[N:13][CH:14]=3)[CH:5]=[CH:4][N:3]=2)[CH:26]=[CH:25][N:24]=1.